From a dataset of Reaction yield outcomes from USPTO patents with 853,638 reactions. Predict the reaction yield, written as a fraction of the theoretical maximum amount of product (1.0 means a 100% yield; for example, 0.34 means a 34% yield). (1) The reactants are [O:1]([C:8]1[CH:13]=[CH:12][C:11]([NH:14][C:15]2[N:20]=[CH:19][N:18]=[C:17]([NH:21][C:22]3[CH:23]=[C:24]([CH:28]=[CH:29][CH:30]=3)[C:25](O)=[O:26])[CH:16]=2)=[CH:10][CH:9]=1)[C:2]1[CH:7]=[CH:6][CH:5]=[CH:4][CH:3]=1.[CH3:31][NH:32][O:33][CH3:34].Cl.CCN=C=NCCCN(C)C.Cl.C1C=CC2N(O)N=NC=2C=1.CCN(C(C)C)C(C)C. The catalyst is CN(C=O)C. The product is [CH3:34][O:33][N:32]([CH3:31])[C:25](=[O:26])[C:24]1[CH:28]=[CH:29][CH:30]=[C:22]([NH:21][C:17]2[CH:16]=[C:15]([NH:14][C:11]3[CH:12]=[CH:13][C:8]([O:1][C:2]4[CH:3]=[CH:4][CH:5]=[CH:6][CH:7]=4)=[CH:9][CH:10]=3)[N:20]=[CH:19][N:18]=2)[CH:23]=1. The yield is 0.445. (2) The reactants are [O:1]=[C:2]1[NH:6][C:5](=[O:7])[CH2:4][N:3]1[C@@H:8]([C@@H:16]([CH3:19])[CH2:17][CH3:18])[C:9]([O:11][C:12]([CH3:15])([CH3:14])[CH3:13])=[O:10].[CH3:20][C:21]1[N:26]=[C:25]([CH2:27]O)[CH:24]=[CH:23][CH:22]=1.C1(P(C2C=CC=CC=2)C2C=CC=CC=2)C=CC=CC=1.N(C(OCC)=O)=NC(OCC)=O. The catalyst is ClCCl.O. The product is [CH3:19][C@@H:16]([CH2:17][CH3:18])[C@H:8]([N:3]1[CH2:4][C:5](=[O:7])[N:6]([CH2:27][C:25]2[CH:24]=[CH:23][CH:22]=[C:21]([CH3:20])[N:26]=2)[C:2]1=[O:1])[C:9]([O:11][C:12]([CH3:13])([CH3:14])[CH3:15])=[O:10]. The yield is 0.940. (3) The product is [C:1]([C:5]1[N:9]([CH3:31])[C:8](=[O:10])[N:7]([C:11]2[CH:16]=[CH:15][C:14]([O:17][C:18]3[CH:23]=[CH:22][N:21]=[C:20]([C:24]4[CH:25]=[N:26][N:27]([CH3:29])[CH:28]=4)[CH:19]=3)=[C:13]([CH3:30])[N:12]=2)[N:6]=1)([CH3:4])([CH3:3])[CH3:2]. The reactants are [C:1]([C:5]1[NH:9][C:8](=[O:10])[N:7]([C:11]2[CH:16]=[CH:15][C:14]([O:17][C:18]3[CH:23]=[CH:22][N:21]=[C:20]([C:24]4[CH:25]=[N:26][N:27]([CH3:29])[CH:28]=4)[CH:19]=3)=[C:13]([CH3:30])[N:12]=2)[N:6]=1)([CH3:4])([CH3:3])[CH3:2].[C:31]([O-])([O-])=O.[Cs+].[Cs+].IC. The catalyst is CC(C)=O. The yield is 0.464. (4) The reactants are [C:1]([C:4]1[CH:9]=[CH:8][CH:7]=[CH:6][N:5]=1)(=[O:3])[CH3:2].[C:10](OCC)(=[O:16])[C:11]([O:13][CH2:14][CH3:15])=[O:12].CC[O-].[Na+].C(O)(=O)C. The catalyst is C(OCC)C.O. The product is [CH2:14]([O:13][C:11](=[O:12])[C:10](=[O:16])/[CH:2]=[C:1](\[OH:3])/[C:4]1[CH:9]=[CH:8][CH:7]=[CH:6][N:5]=1)[CH3:15]. The yield is 0.440. (5) The reactants are OC(C(F)(F)F)=O.[CH3:8][C:9]([Si:12]([CH3:28])([CH3:27])[O:13][C@H:14]1[C@H:19]([N:20]2[C:24](=[O:25])[CH2:23][O:22][C:21]2=[O:26])[CH2:18][CH2:17][NH:16][CH2:15]1)([CH3:11])[CH3:10].CCN(C(C)C)C(C)C.[Br:38][C:39]1[CH:40]=[C:41]([C:52]([F:55])([F:54])[F:53])[C:42]2[N:43]([C:45]([Cl:51])=[C:46]([C:48](O)=[O:49])[N:47]=2)[CH:44]=1.CN(C(ON1N=NC2C=CC=NC1=2)=[N+](C)C)C.F[P-](F)(F)(F)(F)F. The catalyst is CN(C=O)C.CCOC(C)=O. The product is [Br:38][C:39]1[CH:40]=[C:41]([C:52]([F:54])([F:55])[F:53])[C:42]2[N:43]([C:45]([Cl:51])=[C:46]([C:48]([N:16]3[CH2:17][CH2:18][C@@H:19]([N:20]4[C:24](=[O:25])[CH2:23][O:22][C:21]4=[O:26])[C@H:14]([O:13][Si:12]([C:9]([CH3:8])([CH3:10])[CH3:11])([CH3:28])[CH3:27])[CH2:15]3)=[O:49])[N:47]=2)[CH:44]=1. The yield is 1.11.